This data is from Full USPTO retrosynthesis dataset with 1.9M reactions from patents (1976-2016). The task is: Predict the reactants needed to synthesize the given product. (1) Given the product [O:1]=[C:2]1[CH:11]=[CH:10][C:9]2[C:4](=[N:5][CH:6]=[CH:7][CH:8]=2)[N:3]1[CH2:12][CH2:13][CH2:14][C:15]1([C:29]([OH:31])=[O:30])[CH2:16][CH2:17][N:18]([CH2:21][CH2:22][S:23][C:24]2[S:25][CH:26]=[CH:27][CH:28]=2)[CH2:19][CH2:20]1, predict the reactants needed to synthesize it. The reactants are: [O:1]=[C:2]1[CH:11]=[CH:10][C:9]2[C:4](=[N:5][CH:6]=[CH:7][CH:8]=2)[N:3]1[CH2:12][CH2:13][CH2:14][C:15]1([C:29]([O:31]CC)=[O:30])[CH2:20][CH2:19][N:18]([CH2:21][CH2:22][S:23][C:24]2[S:25][CH:26]=[CH:27][CH:28]=2)[CH2:17][CH2:16]1.[OH-].[Na+]. (2) Given the product [CH3:2][CH:1]([C:4]1[N:8]=[C:7]([N:9]2[CH2:14][CH2:13][CH:12]([C@H:15]3[CH2:17][C@H:16]3[CH2:18][CH2:19][O:20][C:21]3[CH:27]=[CH:26][C:24]([N:25]4[CH2:38][CH2:39][NH:40][C:41]4=[O:42])=[CH:23][CH:22]=3)[CH2:11][CH2:10]2)[O:6][N:5]=1)[CH3:3], predict the reactants needed to synthesize it. The reactants are: [CH:1]([C:4]1[N:8]=[C:7]([N:9]2[CH2:14][CH2:13][CH:12]([C@H:15]3[CH2:17][C@H:16]3[CH2:18][CH2:19][O:20][C:21]3[CH:27]=[CH:26][C:24]([NH2:25])=[CH:23][CH:22]=3)[CH2:11][CH2:10]2)[O:6][N:5]=1)([CH3:3])[CH3:2].CCN(C(C)C)C(C)C.Cl[CH2:38][CH2:39][N:40]=[C:41]=[O:42].CC([O-])(C)C.[Na+].C(O)=O. (3) Given the product [S:25]1[C:29]2[CH:30]=[CH:31][CH:32]=[CH:33][C:28]=2[C:27]([CH2:34][NH:35][CH2:20][C:19]2[CH:22]=[CH:23][CH:24]=[C:17]([C:15]3[O:14][N:13]=[C:12]([CH2:1][CH2:2][CH2:3][CH2:4][CH2:5][CH2:6][CH2:7][CH2:8][CH2:9][CH2:10][CH3:11])[N:16]=3)[CH:18]=2)=[CH:26]1, predict the reactants needed to synthesize it. The reactants are: [CH2:1]([C:12]1[N:16]=[C:15]([C:17]2[CH:18]=[C:19]([CH:22]=[CH:23][CH:24]=2)[CH:20]=O)[O:14][N:13]=1)[CH2:2][CH2:3][CH2:4][CH2:5][CH2:6][CH2:7][CH2:8][CH2:9][CH2:10][CH3:11].[S:25]1[C:29]2[CH:30]=[CH:31][CH:32]=[CH:33][C:28]=2[C:27]([CH2:34][NH2:35])=[CH:26]1. (4) Given the product [Cl:1][C:2]1[CH:10]=[CH:9][CH:8]=[C:7]2[C:3]=1[C:4]([C:15]([NH:30][CH2:29][CH:21]1[CH2:22][CH:23]([C:25]([F:26])([F:27])[F:28])[CH2:24][C:19]([F:18])([F:31])[CH2:20]1)=[O:17])=[CH:5][N:6]2[CH:11]1[CH2:12][O:13][CH2:14]1, predict the reactants needed to synthesize it. The reactants are: [Cl:1][C:2]1[CH:10]=[CH:9][CH:8]=[C:7]2[C:3]=1[C:4]([C:15]([OH:17])=O)=[CH:5][N:6]2[CH:11]1[CH2:14][O:13][CH2:12]1.[F:18][C:19]1([F:31])[CH2:24][CH:23]([C:25]([F:28])([F:27])[F:26])[CH2:22][CH:21]([CH2:29][NH2:30])[CH2:20]1.CN(C(ON1N=NC2C=CC=NC1=2)=[N+](C)C)C.F[P-](F)(F)(F)(F)F.CCN(C(C)C)C(C)C. (5) Given the product [F:34][C:33]1[CH:32]=[CH:31][CH:30]=[C:29]([F:35])[C:28]=1[CH2:27][C@@H:9]1[NH:8][C@@H:13]([C:14]2[CH:19]=[CH:18][CH:17]=[CH:16][CH:15]=2)[C@@H:12]([C:20]2[CH:21]=[CH:22][CH:23]=[CH:24][CH:25]=2)[O:11][C:10]1=[O:26], predict the reactants needed to synthesize it. The reactants are: C(OC([N:8]1[C@@H:13]([C:14]2[CH:19]=[CH:18][CH:17]=[CH:16][CH:15]=2)[C@@H:12]([C:20]2[CH:25]=[CH:24][CH:23]=[CH:22][CH:21]=2)[O:11][C:10](=[O:26])[C@@H:9]1[CH2:27][C:28]1[C:33]([F:34])=[CH:32][CH:31]=[CH:30][C:29]=1[F:35])=O)(C)(C)C.FC(F)(F)C(O)=O.C(N(CC)CC)C. (6) Given the product [ClH:1].[NH2:36][CH2:37][CH2:38][NH:39][C:12](=[O:13])[CH2:11][N:8]1[C:9]2[C:5](=[CH:4][CH:3]=[C:2]([Cl:1])[CH:10]=2)[C:6]([C:15]([N:17]2[CH2:18][CH2:19][CH:20]([C:23]3[CH:28]=[CH:27][CH:26]=[CH:25][C:24]=3[F:29])[CH2:21][CH2:22]2)=[O:16])=[CH:7]1, predict the reactants needed to synthesize it. The reactants are: [Cl:1][C:2]1[CH:10]=[C:9]2[C:5]([C:6]([C:15]([N:17]3[CH2:22][CH2:21][CH:20]([C:23]4[CH:28]=[CH:27][CH:26]=[CH:25][C:24]=4[F:29])[CH2:19][CH2:18]3)=[O:16])=[CH:7][N:8]2[CH2:11][C:12](O)=[O:13])=[CH:4][CH:3]=1.C(OC(=O)[NH:36][CH2:37][CH2:38][NH2:39])(C)(C)C.Cl. (7) The reactants are: [CH3:1][C:2]1[CH:7]=[CH:6][C:5]([C:8]([CH:10]([CH3:16])[CH2:11][C:12]([F:15])([F:14])[F:13])=[CH2:9])=[CH:4][CH:3]=1.[OH-:17].[Na+].OO.[Cl-].[Na+]. Given the product [F:15][C:12]([F:14])([F:13])[CH2:11][CH:10]([CH3:16])[CH:8]([C:5]1[CH:4]=[CH:3][C:2]([CH3:1])=[CH:7][CH:6]=1)[CH2:9][OH:17], predict the reactants needed to synthesize it. (8) Given the product [OH:30][C:3]([C:2]1[CH:1]=[C:9]([B:21]([OH:22])[OH:20])[CH:8]=[CH:7][CH:6]=1)([CH3:13])[CH3:4], predict the reactants needed to synthesize it. The reactants are: [CH2:1]([Li])[CH2:2][CH2:3][CH3:4].[CH3:6][CH2:7][CH2:8][CH2:9]CC.O1CCC[CH2:13]1.C([O:20][B:21](OC(C)C)[O:22]C(C)C)(C)C.[OH2:30].